This data is from Forward reaction prediction with 1.9M reactions from USPTO patents (1976-2016). The task is: Predict the product of the given reaction. (1) Given the reactants [CH2:1]([O:3][C:4](=[O:30])[CH:5]([NH2:29])[CH2:6][C:7]1[C:15]2[C:10](=[CH:11][C:12]([C:16]3[CH:21]=[CH:20][C:19]([O:22][C:23]4[CH:28]=[CH:27][CH:26]=[CH:25][CH:24]=4)=[CH:18][CH:17]=3)=[CH:13][CH:14]=2)[NH:9][CH:8]=1)[CH3:2].[NH3:31].C[CH2:33][O:34]C(C)=O, predict the reaction product. The product is: [CH3:2][CH2:1][O:3][C:4]([CH3:5])=[O:30].[CH3:33][OH:34].[NH4+:9].[OH-:3].[NH2:29][CH:5]([CH2:6][C:7]1[C:15]2[C:10](=[CH:11][C:12]([C:16]3[CH:21]=[CH:20][C:19]([O:22][C:23]4[CH:24]=[CH:25][CH:26]=[CH:27][CH:28]=4)=[CH:18][CH:17]=3)=[CH:13][CH:14]=2)[NH:9][CH:8]=1)[C:4]([NH2:31])=[O:3]. (2) Given the reactants [Cl:1][C:2]1[CH:7]=[CH:6][C:5]([C:8]2[S:9][CH:10]=[C:11]([CH3:13])[CH:12]=2)=[CH:4][CH:3]=1.[Li]C(C)(C)C.[C:19](=[O:21])=[O:20], predict the reaction product. The product is: [Cl:1][C:2]1[CH:3]=[CH:4][C:5]([C:8]2[S:9][C:10]([C:19]([OH:21])=[O:20])=[C:11]([CH3:13])[CH:12]=2)=[CH:6][CH:7]=1. (3) Given the reactants Cl.[NH2:2][CH:3]([C:26]([O:28][CH3:29])=[O:27])[CH2:4][C:5]1[CH:25]=[CH:24][C:8]([O:9][C:10]2[CH:23]=[CH:22][C:13]([CH:14]=[C:15]3[S:19][C:18](=[O:20])[NH:17][C:16]3=[O:21])=[CH:12][CH:11]=2)=[CH:7][CH:6]=1.[C:30]([N:37]1[CH2:41][CH2:40][CH2:39][CH:38]1[C:42](O)=[O:43])([O:32][C:33]([CH3:36])([CH3:35])[CH3:34])=[O:31].C1(N=C=NC2CCCCC2)CCCCC1.O, predict the reaction product. The product is: [C:33]([O:32][C:30]([N:37]1[CH2:41][CH2:40][CH2:39][CH:38]1[C:42](=[O:43])[NH:2][CH:3]([C:26]([O:28][CH3:29])=[O:27])[CH2:4][C:5]1[CH:25]=[CH:24][C:8]([O:9][C:10]2[CH:23]=[CH:22][C:13]([CH:14]=[C:15]3[S:19][C:18](=[O:20])[NH:17][C:16]3=[O:21])=[CH:12][CH:11]=2)=[CH:7][CH:6]=1)=[O:31])([CH3:36])([CH3:35])[CH3:34]. (4) The product is: [Cl:21][C:19]1[CH:18]=[CH:17][C:5]2[N:6]([C:7]3[N:12]=[C:11]([O:13][CH3:14])[N:10]=[C:9]([O:15][CH3:16])[N:8]=3)[C:22]([CH3:23])=[N:1][C:4]=2[CH:20]=1. Given the reactants [N+:1]([C:4]1[CH:20]=[C:19]([Cl:21])[CH:18]=[CH:17][C:5]=1[NH:6][C:7]1[N:12]=[C:11]([O:13][CH3:14])[N:10]=[C:9]([O:15][CH3:16])[N:8]=1)([O-])=O.[C:22](O)(=O)[CH3:23], predict the reaction product.